From a dataset of Full USPTO retrosynthesis dataset with 1.9M reactions from patents (1976-2016). Predict the reactants needed to synthesize the given product. (1) Given the product [CH2:1]([O:4][C:5]([O:7][CH2:8][C:9]([Cl:15])=[O:11])=[O:6])[CH:2]=[CH2:3], predict the reactants needed to synthesize it. The reactants are: [CH2:1]([O:4][C:5]([O:7][CH2:8][C:9]([OH:11])=O)=[O:6])[CH:2]=[CH2:3].C(Cl)(=O)C([Cl:15])=O.CN(C)C=O. (2) Given the product [Cl:1][C:2]1[N:3]=[C:4]([C:7]2([CH2:10][NH:11][C:50]([C:49]3[C:44]([C:43]([F:54])([F:42])[F:53])=[N:45][CH:46]=[CH:47][CH:48]=3)=[O:51])[CH2:8][CH2:9]2)[S:5][CH:6]=1, predict the reactants needed to synthesize it. The reactants are: [Cl:1][C:2]1[N:3]=[C:4]([C:7]2([CH2:10][NH2:11])[CH2:9][CH2:8]2)[S:5][CH:6]=1.CCN(CC)CC.C1C=CC2N(O)N=NC=2C=1.O.CCN=C=NCCCN(C)C.Cl.[F:42][C:43]([F:54])([F:53])[C:44]1[C:49]([C:50](O)=[O:51])=[CH:48][CH:47]=[CH:46][N:45]=1. (3) Given the product [C:19]([SiH2:18][O:17][C:16]([CH3:24])([CH3:23])[C:13]1[CH:14]=[CH:15][C:10]([C:8]([C:4]2[CH:5]=[N:6][CH:7]=[C:2]([CH:3]=2)[C:26]#[N:27])=[O:9])=[CH:11][CH:12]=1)([CH3:22])([CH3:21])[CH3:20], predict the reactants needed to synthesize it. The reactants are: Br[C:2]1[CH:3]=[C:4]([C:8]([C:10]2[CH:15]=[CH:14][C:13]([C:16]([CH3:24])([CH3:23])[O:17][SiH2:18][C:19]([CH3:22])([CH3:21])[CH3:20])=[CH:12][CH:11]=2)=[O:9])[CH:5]=[N:6][CH:7]=1.O.[CH3:26][N:27](C)C=O.